Dataset: Full USPTO retrosynthesis dataset with 1.9M reactions from patents (1976-2016). Task: Predict the reactants needed to synthesize the given product. Given the product [ClH:13].[NH2:9][CH2:8][C:7]1[C:6](=[O:10])[CH:5]=[C:4]([CH3:11])[NH:3][C:2]=1[CH3:1], predict the reactants needed to synthesize it. The reactants are: [CH3:1][C:2]1[NH:3][C:4]([CH3:11])=[CH:5][C:6](=[O:10])[C:7]=1[C:8]#[N:9].N.[ClH:13].